Dataset: Blood-brain barrier permeability regression values from the B3DB database. Task: Regression/Classification. Given a drug SMILES string, predict its absorption, distribution, metabolism, or excretion properties. Task type varies by dataset: regression for continuous measurements (e.g., permeability, clearance, half-life) or binary classification for categorical outcomes (e.g., BBB penetration, CYP inhibition). For this dataset (b3db_regression), we predict Y. (1) The drug is C1=CC=C(C=C1)C(=O)N. The Y is -0.240 log(BB ratio). (2) The compound is CC1=NN=C2N1C3=C(C=C(C=C3)Cl)C(=NC2O)C4=CC=CC=C4. The Y is -1.48 log(BB ratio). (3) The drug is CC1=C(C(=O)N2CCCC(C2=N1)O)CCN3CCC(CC3)C4=NOC5=C4C=CC(=C5)F. The Y is -0.700 log(BB ratio). (4) The molecule is CC1CC(=CC(=O)C1C(=O)OC)NC2=CC(=CC=C2)[N+](=O)[O-]. The Y is -1.00 log(BB ratio). (5) The molecule is C[C@@]12CCN([C@@H]1N(C3=C2C=C(C=C3)OC(=O)NC)C)C. The Y is 0.100 log(BB ratio). (6) The molecule is CN1CN(C2(C1=O)CCN(CC2)CCCC(=O)C3=CC=C(S3)[123I])C4=CC=CC=C4. The Y is -0.250 log(BB ratio).